From a dataset of Forward reaction prediction with 1.9M reactions from USPTO patents (1976-2016). Predict the product of the given reaction. (1) Given the reactants [Cl:1][C:2]1[CH:7]=[CH:6][C:5]([CH:8]([C:32]2[CH:37]=[CH:36][C:35]([Cl:38])=[CH:34][CH:33]=2)[C:9]2[CH:10]=[C:11]3[C:16](=[CH:17][CH:18]=2)[N:15]=[N:14][CH:13]=[C:12]3[NH:19][CH2:20][CH2:21][C:22]2[CH:23]=[C:24]([CH:29]=[CH:30][CH:31]=2)[C:25]([O:27]C)=[O:26])=[CH:4][CH:3]=1.[OH-].[Na+], predict the reaction product. The product is: [Cl:38][C:35]1[CH:36]=[CH:37][C:32]([CH:8]([C:5]2[CH:4]=[CH:3][C:2]([Cl:1])=[CH:7][CH:6]=2)[C:9]2[CH:10]=[C:11]3[C:16](=[CH:17][CH:18]=2)[N:15]=[N:14][CH:13]=[C:12]3[NH:19][CH2:20][CH2:21][C:22]2[CH:23]=[C:24]([CH:29]=[CH:30][CH:31]=2)[C:25]([OH:27])=[O:26])=[CH:33][CH:34]=1. (2) Given the reactants [N:1]1[CH:6]=[CH:5][CH:4]=[CH:3][C:2]=1[C:7]1[N:11]=[C:10]([NH2:12])[NH:9][N:8]=1.[NH:13]1[C:17]2[CH:18]=[CH:19][C:20]([C:22](=O)[CH2:23][C:24](OCC)=[O:25])=[CH:21][C:16]=2[N:15]=[N:14]1.CC1C=CC(S(O)(=O)=O)=CC=1, predict the reaction product. The product is: [NH:13]1[C:17]2[CH:18]=[CH:19][C:20]([C:22]3[NH:12][C:10]4[N:9]([N:8]=[C:7]([C:2]5[CH:3]=[CH:4][CH:5]=[CH:6][N:1]=5)[N:11]=4)[C:24](=[O:25])[CH:23]=3)=[CH:21][C:16]=2[N:15]=[N:14]1. (3) Given the reactants C([O:5][C:6](=[O:18])[CH2:7][CH2:8][C:9]1[NH:13][C:12]([C:14]([O:16][CH3:17])=[O:15])=[CH:11][CH:10]=1)(C)(C)C, predict the reaction product. The product is: [CH3:17][O:16][C:14]([C:12]1[NH:13][C:9]([CH2:8][CH2:7][C:6]([OH:18])=[O:5])=[CH:10][CH:11]=1)=[O:15]. (4) Given the reactants C[O:2][C:3]([CH:5]1[CH2:9][N:8]([S:10]([C:13]2[CH:18]=[CH:17][CH:16]=[C:15]([O:19][CH3:20])[CH:14]=2)(=[O:12])=[O:11])[C:7](=[O:21])[N:6]1[C:22]1[CH:27]=[CH:26][CH:25]=[CH:24][CH:23]=1)=[O:4].[OH-].[Na+].Cl, predict the reaction product. The product is: [CH3:20][O:19][C:15]1[CH:14]=[C:13]([S:10]([N:8]2[CH2:9][CH:5]([C:3]([OH:4])=[O:2])[N:6]([C:22]3[CH:27]=[CH:26][CH:25]=[CH:24][CH:23]=3)[C:7]2=[O:21])(=[O:11])=[O:12])[CH:18]=[CH:17][CH:16]=1. (5) Given the reactants [CH2:1]([C:3]1[CH:8]=[CH:7][C:6]([CH:9]2[CH2:14][N:13]([C:15]([N:17]3[CH2:22][CH2:21][O:20][CH2:19][CH2:18]3)=[O:16])[CH2:12][CH:11]([C:23]([NH2:25])=O)[CH2:10]2)=[CH:5][CH:4]=1)[CH3:2].COC1C=CC(P2(SP(C3C=CC(OC)=CC=3)(=S)S2)=[S:35])=CC=1, predict the reaction product. The product is: [CH2:1]([C:3]1[CH:8]=[CH:7][C:6]([CH:9]2[CH2:14][N:13]([C:15]([N:17]3[CH2:22][CH2:21][O:20][CH2:19][CH2:18]3)=[O:16])[CH2:12][CH:11]([C:23](=[S:35])[NH2:25])[CH2:10]2)=[CH:5][CH:4]=1)[CH3:2]. (6) Given the reactants [CH:1]([N-:4]C(C)C)(C)[CH3:2].[Li+].C(#N)C.[CH2:12]([N:16]([CH2:40][CH2:41][CH2:42][CH3:43])[C:17]1[CH:22]=[CH:21][C:20]([CH:23]=[CH:24][C:25]2[CH2:30][C:29]([CH3:32])([CH3:31])[CH2:28][C:27](=O)[C:26]=2[CH2:34][CH2:35][CH2:36][CH3:37])=[C:19](OC)[CH:18]=1)[CH2:13][CH2:14][CH3:15].[C:44](=[O:47])(O)[O-].[Na+], predict the reaction product. The product is: [CH2:34]([C:26]1[C:27](=[CH:2][C:1]#[N:4])[CH2:28][C:29]([CH3:32])([CH3:31])[CH2:30][C:25]=1[CH:24]=[CH:23][C:20]1[CH:21]=[CH:22][C:17]([N:16]([CH2:40][CH2:41][CH2:42][CH3:43])[CH2:12][CH2:13][CH2:14][CH3:15])=[CH:18][C:19]=1[O:47][CH3:44])[CH2:35][CH2:36][CH3:37]. (7) The product is: [CH3:20][N:21]1[C:25]([CH2:26][O:14][C:12]2[CH:11]=[C:10]([C:15]([F:18])([F:17])[F:16])[C:9]3[C:5]([CH2:4][C:3]([OH:2])=[O:19])=[CH:6][S:7][C:8]=3[CH:13]=2)=[CH:24][C:23]([C:28]([F:29])([F:31])[F:30])=[N:22]1. Given the reactants C[O:2][C:3](=[O:19])[CH2:4][C:5]1[C:9]2[C:10]([C:15]([F:18])([F:17])[F:16])=[CH:11][C:12]([OH:14])=[CH:13][C:8]=2[S:7][CH:6]=1.[CH3:20][N:21]1[C:25]([CH2:26]O)=[CH:24][C:23]([C:28]([F:31])([F:30])[F:29])=[N:22]1.C1CCN(C(N=NC(N2CCCCC2)=O)=O)CC1.C(P(CCCC)CCCC)CCC, predict the reaction product. (8) Given the reactants [F:1][C:2]1([F:7])[CH2:4][CH:3]1[CH2:5][OH:6].F[C:9]1[C:14]([N+:15]([O-:17])=[O:16])=[CH:13][CH:12]=[CH:11][N:10]=1, predict the reaction product. The product is: [F:1][C:2]1([F:7])[CH2:4][CH:3]1[CH2:5][O:6][C:9]1[C:14]([N+:15]([O-:17])=[O:16])=[CH:13][CH:12]=[CH:11][N:10]=1. (9) Given the reactants [CH3:1][C:2]1[C:7]([C:8]#[N:9])=[C:6]([NH:10][C@H:11]([C:13]2[N:18]=[C:17]3[CH:19]=[CH:20][N:21]([CH3:22])[C:16]3=[CH:15][C:14]=2[C:23]2[C:24]([CH3:28])=[N:25][NH:26][CH:27]=2)[CH3:12])[N:5]=[C:4](SC)[N:3]=1.O[O:32][S:33]([O-:35])=O.[K+].[C:37](#N)C, predict the reaction product. The product is: [CH3:1][C:2]1[C:7]([C:8]#[N:9])=[C:6]([NH:10][C@H:11]([C:13]2[N:18]=[C:17]3[CH:19]=[CH:20][N:21]([CH3:22])[C:16]3=[CH:15][C:14]=2[C:23]2[C:24]([CH3:28])=[N:25][NH:26][CH:27]=2)[CH3:12])[N:5]=[C:4]([S:33]([CH3:37])(=[O:35])=[O:32])[N:3]=1.